Dataset: Full USPTO retrosynthesis dataset with 1.9M reactions from patents (1976-2016). Task: Predict the reactants needed to synthesize the given product. (1) Given the product [CH3:20][C:18]1[NH:17][N:16]=[C:15]([NH:14][C:4]2[N:3]=[C:2]([C:27]3[CH:28]=[C:23]([CH:24]=[CH:25][CH:26]=3)[C:21]#[N:22])[C:11]3[C:6]([CH:5]=2)=[C:7]([O:12][CH3:13])[CH:8]=[CH:9][CH:10]=3)[CH:19]=1, predict the reactants needed to synthesize it. The reactants are: Cl[C:2]1[C:11]2[C:6](=[C:7]([O:12][CH3:13])[CH:8]=[CH:9][CH:10]=2)[CH:5]=[C:4]([NH:14][C:15]2[CH:19]=[C:18]([CH3:20])[NH:17][N:16]=2)[N:3]=1.[C:21]([C:23]1[CH:24]=[C:25](B(O)O)[CH:26]=[CH:27][CH:28]=1)#[N:22]. (2) Given the product [CH3:19][O:20][C:21]1[C:22](=[O:48])[C:23]([CH3:47])=[C:24]([CH2:30][C:31]2[CH:32]=[CH:33][C:34]([O:40][C:41]3[CH:46]=[CH:45][CH:44]=[CH:43][CH:42]=3)=[C:35]([CH:39]=2)[C:36]([N:1]2[CH2:6][CH2:5][CH2:4][CH2:3][CH2:2]2)=[O:37])[C:25](=[O:29])[C:26]=1[O:27][CH3:28], predict the reactants needed to synthesize it. The reactants are: [NH:1]1[CH2:6][CH2:5][CH2:4][CH2:3][CH2:2]1.Cl.C(N=C=NCCCN(C)C)C.[CH3:19][O:20][C:21]1[C:22](=[O:48])[C:23]([CH3:47])=[C:24]([CH2:30][C:31]2[CH:32]=[CH:33][C:34]([O:40][C:41]3[CH:46]=[CH:45][CH:44]=[CH:43][CH:42]=3)=[C:35]([CH:39]=2)[C:36](O)=[O:37])[C:25](=[O:29])[C:26]=1[O:27][CH3:28].